The task is: Predict the reactants needed to synthesize the given product.. This data is from Full USPTO retrosynthesis dataset with 1.9M reactions from patents (1976-2016). (1) The reactants are: [C:1]1(=O)[CH2:12][CH2:11][CH2:10][CH2:9][CH2:8][CH2:7][CH2:6][CH2:5][CH2:4][CH2:3][CH2:2]1.[NH2:14][OH:15]. Given the product [C:1]1(=[N:14][OH:15])[CH2:12][CH2:11][CH2:10][CH2:9][CH2:8][CH2:7][CH2:6][CH2:5][CH2:4][CH2:3][CH2:2]1, predict the reactants needed to synthesize it. (2) The reactants are: C[O:2][C:3](=[O:38])[C:4]1[CH:9]=[CH:8][CH:7]=[C:6]([S:10][CH:11]([C:13]2[CH:18]=[CH:17][C:16]([O:19][CH2:20][C:21]3[N:22]([C:29]4[C:34]([Cl:35])=[CH:33][CH:32]=[CH:31][C:30]=4[Cl:36])[N:23]=[N:24][C:25]=3[CH:26]([CH3:28])[CH3:27])=[CH:15][C:14]=2[CH3:37])[CH3:12])[CH:5]=1.[OH-].[Li+]. Given the product [Cl:36][C:30]1[CH:31]=[CH:32][CH:33]=[C:34]([Cl:35])[C:29]=1[N:22]1[C:21]([CH2:20][O:19][C:16]2[CH:17]=[CH:18][C:13]([CH:11]([S:10][C:6]3[CH:5]=[C:4]([CH:9]=[CH:8][CH:7]=3)[C:3]([OH:38])=[O:2])[CH3:12])=[C:14]([CH3:37])[CH:15]=2)=[C:25]([CH:26]([CH3:28])[CH3:27])[N:24]=[N:23]1, predict the reactants needed to synthesize it. (3) Given the product [CH3:1][C:2]1[C:7]2[C:15]([CH3:18])([CH3:16])[CH2:14][CH2:13][C:11]([CH3:19])([CH3:12])[C:6]=2[CH:5]=[C:4]([CH3:8])[C:3]=1[OH:9], predict the reactants needed to synthesize it. The reactants are: [CH3:1][C:2]1[CH:7]=[CH:6][CH:5]=[C:4]([CH3:8])[C:3]=1[OH:9].Cl[C:11]([CH3:19])([CH2:13][CH2:14][C:15]([CH3:18])(Cl)[CH3:16])[CH3:12].[Cl-].[Al+3].[Cl-].[Cl-]. (4) Given the product [Br:1][C:2]1[CH:7]=[CH:6][C:5]([NH:8][C:9](=[O:12])[CH2:10][O:20][C:19]2[CH:26]=[CH:25][C:23]([OH:24])=[CH:22][CH:21]=2)=[CH:4][CH:3]=1, predict the reactants needed to synthesize it. The reactants are: [Br:1][C:2]1[CH:7]=[CH:6][C:5]([NH:8][C:9](=[O:12])[CH2:10]Cl)=[CH:4][CH:3]=1.C([O-])([O-])=O.[K+].[K+].[C:19]1([CH:26]=[CH:25][C:23]([OH:24])=[CH:22][CH:21]=1)[OH:20]. (5) Given the product [NH2:12][C@H:13]([C:18]([OH:20])=[O:19])[CH2:14][CH:15]([CH3:17])[CH3:16].[NH2:1][C@H:2]([C:8]([OH:10])=[O:9])[CH2:3][CH2:4][C:5](=[O:6])[OH:7], predict the reactants needed to synthesize it. The reactants are: [NH2:1][C@H:2]([C:8]([O:10]C)=[O:9])[CH2:3][CH2:4][C:5](=[O:7])[OH:6].[NH2:12][C@H:13]([C:18]([OH:20])=[O:19])[CH2:14][CH:15]([CH3:17])[CH3:16].Cl.[OH-].[Na+]. (6) Given the product [CH2:15]([C:14]1[C:8]([C:9]([O:11][CH2:12][CH3:13])=[O:10])=[C:6]([C:5]2[CH:23]=[CH:24][C:2]([F:1])=[CH:3][CH:4]=2)[C:26]2[N:25]([CH:29]=[CH:28][CH:27]=2)[N:30]=1)[C:16]1[CH:21]=[CH:20][CH:19]=[CH:18][CH:17]=1, predict the reactants needed to synthesize it. The reactants are: [F:1][C:2]1[CH:24]=[CH:23][C:5]([C:6]([CH:8]([C:14](=O)[CH2:15][C:16]2[CH:21]=[CH:20][CH:19]=[CH:18][CH:17]=2)[C:9]([O:11][CH2:12][CH3:13])=[O:10])=O)=[CH:4][CH:3]=1.[N:25]1([NH2:30])[CH:29]=[CH:28][CH:27]=[CH:26]1.C(OCC)(=O)C.O.